The task is: Predict the reactants needed to synthesize the given product.. This data is from Full USPTO retrosynthesis dataset with 1.9M reactions from patents (1976-2016). Given the product [C:5]([NH:13][C:14]1[CH:23]=[C:22]([O:24][C:25]2[CH:30]=[CH:29][CH:28]=[C:27]([Cl:31])[CH:26]=2)[CH:21]=[CH:20][C:15]=1[C:16]([OH:18])=[O:17])(=[O:12])[C:6]1[CH:7]=[CH:8][CH:9]=[CH:10][CH:11]=1, predict the reactants needed to synthesize it. The reactants are: [OH-].[Na+].CO.[C:5]([NH:13][C:14]1[CH:23]=[C:22]([O:24][C:25]2[CH:30]=[CH:29][CH:28]=[C:27]([Cl:31])[CH:26]=2)[CH:21]=[CH:20][C:15]=1[C:16]([O:18]C)=[O:17])(=[O:12])[C:6]1[CH:11]=[CH:10][CH:9]=[CH:8][CH:7]=1.Cl.